Dataset: Cav3 T-type calcium channel HTS with 100,875 compounds. Task: Binary Classification. Given a drug SMILES string, predict its activity (active/inactive) in a high-throughput screening assay against a specified biological target. The compound is Clc1ccc(NC(=O)NC2(CCCCC2)C(=O)NCCCN2CCOCC2)cc1. The result is 0 (inactive).